From a dataset of Forward reaction prediction with 1.9M reactions from USPTO patents (1976-2016). Predict the product of the given reaction. (1) Given the reactants [NH2:1][C:2]1[S:3][C:4]2[CH:12]([C:13]3[CH:18]=[CH:17][CH:16]=[CH:15][CH:14]=3)[CH2:11][CH2:10][CH2:9][C:5]=2[C:6]=1[C:7]#[N:8].C(N(C(C)C)CC)(C)C.[CH2:28]([CH:30]([CH2:34][CH3:35])[C:31](Cl)=[O:32])[CH3:29], predict the reaction product. The product is: [C:7]([C:6]1[C:5]2[CH2:9][CH2:10][CH2:11][CH:12]([C:13]3[CH:18]=[CH:17][CH:16]=[CH:15][CH:14]=3)[C:4]=2[S:3][C:2]=1[NH:1][C:31](=[O:32])[CH:30]([CH2:34][CH3:35])[CH2:28][CH3:29])#[N:8]. (2) Given the reactants Br[C:2]1[CH:11]=[C:10]2[C:5]([N:6]([C:19]([CH:21]3[CH2:23][CH2:22]3)=[O:20])[C@@H:7]([CH3:18])[CH2:8][N:9]2[C:12]([O:14][CH:15]([CH3:17])[CH3:16])=[O:13])=[CH:4][CH:3]=1.O1CCOCC1.C(=O)([O-])[O-].[Cs+].[Cs+].CC1(C)C(C)(C)OB([C:44]2[CH:48]=[CH:47][N:46](C([O-])=O)[N:45]=2)O1, predict the reaction product. The product is: [CH:21]1([C:19]([N:6]2[C:5]3[C:10](=[CH:11][C:2]([C:48]4[CH:44]=[N:45][NH:46][CH:47]=4)=[CH:3][CH:4]=3)[N:9]([C:12]([O:14][CH:15]([CH3:17])[CH3:16])=[O:13])[CH2:8][C@@H:7]2[CH3:18])=[O:20])[CH2:23][CH2:22]1.